Dataset: Full USPTO retrosynthesis dataset with 1.9M reactions from patents (1976-2016). Task: Predict the reactants needed to synthesize the given product. (1) Given the product [F:1][C:2]1[CH:3]=[CH:4][C:5]([CH2:8][C:9]2[CH:18]=[C:17]3[C:12]([C:13]([OH:34])=[C:14]([C:29]([NH:40][CH:38]([CH3:39])[CH2:37][O:36][CH3:35])=[O:30])[C:15](=[O:28])[N:16]3[CH2:19][C:20]([N:22]3[CH2:23][CH2:24][O:25][CH2:26][CH2:27]3)=[O:21])=[N:11][CH:10]=2)=[CH:6][CH:7]=1, predict the reactants needed to synthesize it. The reactants are: [F:1][C:2]1[CH:7]=[CH:6][C:5]([CH2:8][C:9]2[CH:18]=[C:17]3[C:12]([C:13]([OH:34])=[C:14]([C:29](OCC)=[O:30])[C:15](=[O:28])[N:16]3[CH2:19][C:20]([N:22]3[CH2:27][CH2:26][O:25][CH2:24][CH2:23]3)=[O:21])=[N:11][CH:10]=2)=[CH:4][CH:3]=1.[CH3:35][O:36][CH2:37][CH:38]([NH2:40])[CH3:39]. (2) Given the product [Br:1][C:2]1[CH:3]=[CH:4][C:5]2[O:14][C:13]3[C:12](=[O:15])[NH:11][C:10]([C@@H:16]4[CH2:21][CH2:20][C:29]([CH3:34])([CH3:27])[NH:30]4)=[N:9][C:8]=3[C:6]=2[CH:7]=1, predict the reactants needed to synthesize it. The reactants are: [Br:1][C:2]1[CH:3]=[CH:4][C:5]2[O:14][C:13]3[C:12](=[O:15])[NH:11][C:10]([CH:16]4[CH2:21][CH2:20]NCC4)=[N:9][C:8]=3[C:6]=2[CH:7]=1.BrC1C=CC2O[C:34]3C(=O)NC(C4CCN(C(OC(C)(C)C)=O)CC4)=[N:30][C:29]=3[C:27]=2C=1. (3) Given the product [CH2:10]([O:17][C:18](=[O:32])[C@H:19]([CH2:28][CH:29]([CH3:30])[CH3:31])[NH:20][C:21](=[O:27])[C@H:22]1[CH2:26][CH2:25][CH2:24][N:23]1[C:8]#[N:7])[C:11]1[CH:16]=[CH:15][CH:14]=[CH:13][CH:12]=1, predict the reactants needed to synthesize it. The reactants are: O.C(=O)([O-])[O-].[Mg+2].[N:7]#[C:8]Br.[CH2:10]([O:17][C:18](=[O:32])[C@H:19]([CH2:28][CH:29]([CH3:31])[CH3:30])[NH:20][C:21](=[O:27])[C@H:22]1[CH2:26][CH2:25][CH2:24][NH:23]1)[C:11]1[CH:16]=[CH:15][CH:14]=[CH:13][CH:12]=1. (4) The reactants are: [Cl:1][C:2]1[N:7]=[C:6]2[CH:8]=[C:9]([C:11]([OH:13])=O)[NH:10][C:5]2=[CH:4][CH:3]=1.[Cl:14][C:15]1[CH:16]=[C:17]([CH:22]=[CH:23][C:24]=1[Cl:25])[C:18]([NH:20][NH2:21])=[O:19].CCN(C(C)C)C(C)C.C1C=CC2N(O)N=NC=2C=1.CCN=C=NCCCN(C)C. Given the product [Cl:1][C:2]1[N:7]=[C:6]2[CH:8]=[C:9]([C:11]([NH:21][NH:20][C:18](=[O:19])[C:17]3[CH:22]=[CH:23][C:24]([Cl:25])=[C:15]([Cl:14])[CH:16]=3)=[O:13])[NH:10][C:5]2=[CH:4][CH:3]=1, predict the reactants needed to synthesize it.